Dataset: Catalyst prediction with 721,799 reactions and 888 catalyst types from USPTO. Task: Predict which catalyst facilitates the given reaction. (1) Reactant: B(F)(F)F.CSC.[C:8]([C:11]1[CH:16]=[CH:15][CH:14]=[CH:13][C:12]=1[C:17]1[CH:22]=[CH:21][C:20]([C:23]2[CH:24]=[N:25][N:26]([CH2:37][C:38]#[N:39])[C:27]=2[C:28]2[CH:33]=[C:32]([CH3:34])[CH:31]=[C:30]([O:35]C)[CH:29]=2)=[CH:19][N:18]=1)(=[O:10])[CH3:9]. Product: [C:8]([C:11]1[CH:16]=[CH:15][CH:14]=[CH:13][C:12]=1[C:17]1[CH:22]=[CH:21][C:20]([C:23]2[CH:24]=[N:25][N:26]([CH2:37][C:38]#[N:39])[C:27]=2[C:28]2[CH:33]=[C:32]([CH3:34])[CH:31]=[C:30]([OH:35])[CH:29]=2)=[CH:19][N:18]=1)(=[O:10])[CH3:9]. The catalyst class is: 4. (2) Reactant: [CH3:1][O:2][C:3]1[CH:4]=[C:5]([CH2:11][CH2:12][C:13]2[N:14]=[C:15]3[CH:21]=[C:20]([C:22]4[CH:23]=[N:24][N:25]([CH2:27][C:28]([OH:30])=O)[CH:26]=4)[N:19](S(C4C=CC=CC=4)(=O)=O)[C:16]3=[N:17][CH:18]=2)[CH:6]=[C:7]([O:9][CH3:10])[CH:8]=1.[CH3:40][NH:41][CH3:42].F[P-](F)(F)(F)(F)F.C[N+](C)=C(N(C)C)ON1C2N=CC=CC=2N=N1.C(N(CC)C(C)C)(C)C.C(=O)([O-])[O-].[K+].[K+]. Product: [CH3:10][O:9][C:7]1[CH:6]=[C:5]([CH2:11][CH2:12][C:13]2[N:14]=[C:15]3[CH:21]=[C:20]([C:22]4[CH:23]=[N:24][N:25]([CH2:27][C:28]([N:41]([CH3:42])[CH3:40])=[O:30])[CH:26]=4)[NH:19][C:16]3=[N:17][CH:18]=2)[CH:4]=[C:3]([O:2][CH3:1])[CH:8]=1. The catalyst class is: 9. (3) Reactant: [C:1]([C:5]1[CH:10]=[CH:9][CH:8]=[CH:7][C:6]=1[C:11]1[C:19]2[C:14](=[CH:15][CH:16]=[CH:17][CH:18]=2)[NH:13][CH:12]=1)([CH3:4])([CH3:3])[CH3:2].C[Si]([N-][Si](C)(C)C)(C)C.[Na+].[N:30]([C:33]1[CH:38]=[CH:37][C:36]([CH3:39])=[CH:35][CH:34]=1)=[C:31]=[O:32].C(O)(=O)C. Product: [C:1]([C:5]1[CH:10]=[CH:9][CH:8]=[CH:7][C:6]=1[C:11]1[C:19]2[C:14](=[CH:15][CH:16]=[CH:17][CH:18]=2)[N:13]([C:31]([NH:30][C:33]2[CH:38]=[CH:37][C:36]([CH3:39])=[CH:35][CH:34]=2)=[O:32])[CH:12]=1)([CH3:4])([CH3:2])[CH3:3]. The catalyst class is: 83. (4) Reactant: [C:1]([C:5]1[CH:10]=[CH:9][C:8]([NH:11]C(=O)C)=[C:7]([N+:15]([O-:17])=[O:16])[CH:6]=1)([CH3:4])([CH3:3])[CH3:2].C[O-].[Na+]. Product: [C:1]([C:5]1[CH:10]=[CH:9][C:8]([NH2:11])=[C:7]([N+:15]([O-:17])=[O:16])[CH:6]=1)([CH3:4])([CH3:2])[CH3:3]. The catalyst class is: 5. (5) Reactant: [O:1]=[C:2]([CH2:10][CH2:11][CH2:12][CH2:13][C:14]1[CH:23]=[CH:22][C:21]2[CH2:20][CH2:19][CH2:18][NH:17][C:16]=2[N:15]=1)[CH2:3]P(=O)(OC)OC.[F:24][C:25]1[CH:34]=[C:33]2[C:28]([CH:29]=[C:30]([CH:35]=O)[CH:31]=[N:32]2)=[CH:27][CH:26]=1.[Li+].[Cl-].C1CCN2C(=NCCC2)CC1. Product: [F:24][C:25]1[CH:34]=[C:33]2[C:28]([CH:29]=[C:30](/[CH:35]=[CH:3]/[C:2](=[O:1])[CH2:10][CH2:11][CH2:12][CH2:13][C:14]3[CH:23]=[CH:22][C:21]4[CH2:20][CH2:19][CH2:18][NH:17][C:16]=4[N:15]=3)[CH:31]=[N:32]2)=[CH:27][CH:26]=1. The catalyst class is: 23. (6) Reactant: [Li+].[CH3:2][C:3]1[N:7]([CH:8]([CH3:10])[CH3:9])[C:6]([C:11]2[CH:16]=[CH:15][N:14]=[C:13]([NH:17][CH:18]3[CH2:23][CH2:22][CH:21]([C:24]([O-:26])=O)[CH2:20][CH2:19]3)[N:12]=2)=[CH:5][N:4]=1.CN.C[CH2:30][N:31](C(C)C)C(C)C.CN(C(ON1N=NC2C=CC=CC1=2)=[N+](C)C)C.F[P-](F)(F)(F)(F)F. The catalyst class is: 3. Product: [CH3:30][NH:31][C:24]([CH:21]1[CH2:20][CH2:19][CH:18]([NH:17][C:13]2[N:12]=[C:11]([C:6]3[N:7]([CH:8]([CH3:10])[CH3:9])[C:3]([CH3:2])=[N:4][CH:5]=3)[CH:16]=[CH:15][N:14]=2)[CH2:23][CH2:22]1)=[O:26].